This data is from Full USPTO retrosynthesis dataset with 1.9M reactions from patents (1976-2016). The task is: Predict the reactants needed to synthesize the given product. The reactants are: Br[C:2]1[CH:7]=[CH:6][C:5]([O:8][CH3:9])=[C:4]([O:10][CH2:11][CH3:12])[CH:3]=1.C([Li])CCC.CCCCCC.[CH3:24][O:25][C:26]1[CH:33]=[CH:32][C:29]([CH:30]=[O:31])=[CH:28][C:27]=1[CH3:34]. Given the product [CH2:11]([O:10][C:4]1[CH:3]=[C:2]([CH:30]([C:29]2[CH:32]=[CH:33][C:26]([O:25][CH3:24])=[C:27]([CH3:34])[CH:28]=2)[OH:31])[CH:7]=[CH:6][C:5]=1[O:8][CH3:9])[CH3:12], predict the reactants needed to synthesize it.